This data is from Forward reaction prediction with 1.9M reactions from USPTO patents (1976-2016). The task is: Predict the product of the given reaction. (1) Given the reactants [Cl:1][C:2]1[C:7]([CH2:8][OH:9])=[CH:6][CH:5]=[CH:4][C:3]=1[CH2:10][CH2:11][OH:12], predict the reaction product. The product is: [Cl:1][C:2]1[C:3]([CH2:10][CH2:11][OH:12])=[CH:4][CH:5]=[CH:6][C:7]=1[CH:8]=[O:9]. (2) Given the reactants [N:1]([CH:4]([CH2:22][CH:23]([CH2:27][C:28]1[CH:33]=[CH:32][C:31]([O:34][CH3:35])=[C:30]([O:36][CH2:37][CH2:38][CH2:39][O:40][CH3:41])[CH:29]=1)[CH:24]([CH3:26])[CH3:25])[CH:5]([O:14][Si:15]([C:18]([CH3:21])([CH3:20])[CH3:19])([CH3:17])[CH3:16])[CH2:6][CH:7]([CH:11]([CH3:13])[CH3:12])[C:8](O)=[O:9])=[N+:2]=[N-:3].[CH2:42]([NH2:45])[C:43]#[CH:44], predict the reaction product. The product is: [CH2:42]([NH:45][C:8](=[O:9])[CH:7]([CH:11]([CH3:13])[CH3:12])[CH2:6][CH:5]([O:14][Si:15]([C:18]([CH3:20])([CH3:21])[CH3:19])([CH3:16])[CH3:17])[CH:4]([N:1]=[N+:2]=[N-:3])[CH2:22][CH:23]([CH2:27][C:28]1[CH:33]=[CH:32][C:31]([O:34][CH3:35])=[C:30]([O:36][CH2:37][CH2:38][CH2:39][O:40][CH3:41])[CH:29]=1)[CH:24]([CH3:25])[CH3:26])[C:43]#[CH:44]. (3) Given the reactants Cl.[NH:2]([C:4]1[CH:12]=[CH:11][CH:10]=[CH:9][C:5]=1[C:6]([OH:8])=[O:7])[NH2:3].[CH:13](=O)[C:14]1[CH:19]=[CH:18][CH:17]=[CH:16][CH:15]=1, predict the reaction product. The product is: [CH:13](=[N:3][NH:2][C:4]1[CH:12]=[CH:11][CH:10]=[CH:9][C:5]=1[C:6]([OH:8])=[O:7])[C:14]1[CH:19]=[CH:18][CH:17]=[CH:16][CH:15]=1. (4) Given the reactants [Cl:1][C:2]1[C:3]([F:32])=[C:4]([CH:25]=[C:26]([C:28]([F:31])([F:30])[F:29])[CH:27]=1)[CH2:5][C:6]([OH:24])([CH2:11][C:12](C1C2OCCC=2C=CC=1)([CH3:14])[CH3:13])[C:7]([F:10])([F:9])[F:8].Cl[C:34]1[C:35](=[O:46])[C:36]([C:44]#N)=[C:37](C#N)[C:38](=O)[C:39]=1Cl.[C:47]1(C)C=CC=CC=1, predict the reaction product. The product is: [O:46]1[C:35]2=[C:34]([CH:11]([CH:12]([CH3:13])[CH3:14])[C:6]([CH2:5][C:4]3[CH:25]=[C:26]([C:28]([F:29])([F:31])[F:30])[CH:27]=[C:2]([Cl:1])[C:3]=3[F:32])([OH:24])[C:7]([F:8])([F:10])[F:9])[CH:47]=[CH:44][C:36]2=[CH:37][CH:38]=[CH:39]1. (5) Given the reactants Br[C:2]1[CH:3]=[C:4]([O:10][C:11]2[C:12]([F:29])=[C:13]([CH2:18][NH:19][C:20]([C:22]3[NH:26][C:25]([CH3:27])=[N:24][C:23]=3[Cl:28])=[O:21])[CH:14]=[CH:15][C:16]=2[Cl:17])[CH:5]=[C:6]([C:8]#[N:9])[CH:7]=1.[CH:30]([B-](F)(F)F)=[CH2:31].[K+], predict the reaction product. The product is: [Cl:28][C:23]1[N:24]=[C:25]([CH3:27])[NH:26][C:22]=1[C:20]([NH:19][CH2:18][C:13]1[CH:14]=[CH:15][C:16]([Cl:17])=[C:11]([O:10][C:4]2[CH:3]=[C:2]([CH:30]=[CH2:31])[CH:7]=[C:6]([C:8]#[N:9])[CH:5]=2)[C:12]=1[F:29])=[O:21].